From a dataset of Forward reaction prediction with 1.9M reactions from USPTO patents (1976-2016). Predict the product of the given reaction. Given the reactants [C:1]([NH:7][C:8]1[N:9]=[C:10](C2N=CNN=2)[C:11]2[CH:17]=[C:16]([Br:18])[CH:15]=[N:14][C:12]=2[N:13]=1)(=[O:6])[C:2]([CH3:5])([CH3:4])[CH3:3].[NH2:24][C:25]1[CH:30]=[CH:29][CH:28]=[C:27]([CH3:31])[CH:26]=1.O, predict the reaction product. The product is: [C:1]([NH:7][C:8]1[N:9]=[C:10]([NH:24][C:25]2[CH:30]=[CH:29][CH:28]=[C:27]([CH3:31])[CH:26]=2)[C:11]2[CH:17]=[C:16]([Br:18])[CH:15]=[N:14][C:12]=2[N:13]=1)(=[O:6])[C:2]([CH3:3])([CH3:4])[CH3:5].